The task is: Predict the reactants needed to synthesize the given product.. This data is from Full USPTO retrosynthesis dataset with 1.9M reactions from patents (1976-2016). (1) Given the product [Cl:18][C:13]1[CH:12]=[C:11]([C:10]2[C:2]([O:24][CH2:23][C:22]([F:26])([F:25])[F:21])=[N:3][CH:4]=[C:5]([CH:9]=2)[C:6]([OH:8])=[O:7])[CH:16]=[CH:15][C:14]=1[Cl:17], predict the reactants needed to synthesize it. The reactants are: Cl[C:2]1[C:10]([C:11]2[CH:16]=[CH:15][C:14]([Cl:17])=[C:13]([Cl:18])[CH:12]=2)=[CH:9][C:5]([C:6]([OH:8])=[O:7])=[CH:4][N:3]=1.[Li+].[OH-].[F:21][C:22]([F:26])([F:25])[CH2:23][OH:24].O=[Si]=O. (2) Given the product [CH2:1]([N:8]([CH2:22][C@@H:23]([OH:26])[CH2:24][NH2:28])[C:9]1[CH:14]=[CH:13][C:12]([N:15]2[CH2:20][CH2:19][O:18][CH2:17][C:16]2=[O:21])=[CH:11][CH:10]=1)[C:2]1[CH:7]=[CH:6][CH:5]=[CH:4][CH:3]=1, predict the reactants needed to synthesize it. The reactants are: [CH2:1]([N:8]([CH2:22][C@@H:23]([OH:26])[CH2:24]Cl)[C:9]1[CH:14]=[CH:13][C:12]([N:15]2[CH2:20][CH2:19][O:18][CH2:17][C:16]2=[O:21])=[CH:11][CH:10]=1)[C:2]1[CH:7]=[CH:6][CH:5]=[CH:4][CH:3]=1.C[N:28](C)C=O.[N-]=[N+]=[N-].[Na+].C1(P(C2C=CC=CC=2)C2C=CC=CC=2)C=CC=CC=1. (3) Given the product [F:1][C:2]1[CH:19]=[CH:18][CH:17]=[CH:16][C:3]=1[CH2:4][N:5]1[CH2:10][CH:9]([CH3:11])[CH2:8][CH:7]([C:12]([OH:14])=[O:13])[CH2:6]1, predict the reactants needed to synthesize it. The reactants are: [F:1][C:2]1[CH:19]=[CH:18][CH:17]=[CH:16][C:3]=1[CH2:4][N:5]1[CH2:10][CH:9]([CH3:11])[CH2:8][CH:7]([C:12]([O:14]C)=[O:13])[CH2:6]1.[Li+].[OH-]. (4) Given the product [CH:9]1([C:13]2[C:18]([O:19][C:4]3[N:3]=[C:2]([NH2:1])[CH:7]=[CH:6][N:5]=3)=[C:17]([F:20])[C:16]([C:21]3[N:26]=[N:25][C:24]4[NH:27][CH:28]=[CH:29][C:23]=4[CH:22]=3)=[CH:15][CH:14]=2)[CH2:10][CH2:11][CH2:12]1, predict the reactants needed to synthesize it. The reactants are: [NH2:1][C:2]1[CH:7]=[CH:6][N:5]=[C:4](Cl)[N:3]=1.[CH:9]1([C:13]2[C:18]([OH:19])=[C:17]([F:20])[C:16]([C:21]3[N:26]=[N:25][C:24]4[N:27](S(C5C=CC(C)=CC=5)(=O)=O)[CH:28]=[CH:29][C:23]=4[CH:22]=3)=[CH:15][CH:14]=2)[CH2:12][CH2:11][CH2:10]1. (5) Given the product [Br:1][C:2]1[CH:7]=[CH:6][C:5]([F:8])=[C:4]([CH2:9][Br:11])[C:3]=1[F:10], predict the reactants needed to synthesize it. The reactants are: [Br:1][C:2]1[CH:7]=[CH:6][C:5]([F:8])=[C:4]([CH3:9])[C:3]=1[F:10].[Br:11]N1C(=O)CCC1=O. (6) Given the product [CH3:1][O:2][C:3]([C:5]1[C:6]([C:13]2[CH:18]=[CH:17][C:16]([O:19][CH3:20])=[CH:15][C:14]=2[C:21]([F:24])([F:23])[F:22])=[CH:7][CH:8]=[C:9]([CH2:11][N:38]2[CH:37]=[C:36]3[N:41]=[C:33]([C:27]4[CH:28]=[CH:29][CH:30]=[C:31]([F:32])[C:26]=4[F:25])[N:34]=[C:35]3[CH:40]=[N:39]2)[CH:10]=1)=[O:4], predict the reactants needed to synthesize it. The reactants are: [CH3:1][O:2][C:3]([C:5]1[C:6]([C:13]2[CH:18]=[CH:17][C:16]([O:19][CH3:20])=[CH:15][C:14]=2[C:21]([F:24])([F:23])[F:22])=[CH:7][CH:8]=[C:9]([CH2:11]Br)[CH:10]=1)=[O:4].[F:25][C:26]1[C:31]([F:32])=[CH:30][CH:29]=[CH:28][C:27]=1[C:33]1[N:41]=[C:36]2[CH:37]=[N:38][NH:39][CH:40]=[C:35]2[N:34]=1.